The task is: Predict the product of the given reaction.. This data is from Forward reaction prediction with 1.9M reactions from USPTO patents (1976-2016). (1) Given the reactants [Cl:1][C:2]1[C:3]([CH2:8][NH:9][C:10]([N:12]2[CH2:17][CH2:16][N:15]3[C:18]([C:21]([F:24])([F:23])[F:22])=[N:19][N:20]=[C:14]3[CH2:13]2)=O)=[N:4][CH:5]=[CH:6][N:7]=1.N1C=CC=CC=1.P(Cl)(Cl)(Cl)=O, predict the reaction product. The product is: [Cl:1][C:2]1[C:3]2[N:4]([C:10]([N:12]3[CH2:17][CH2:16][N:15]4[C:18]([C:21]([F:24])([F:23])[F:22])=[N:19][N:20]=[C:14]4[CH2:13]3)=[N:9][CH:8]=2)[CH:5]=[CH:6][N:7]=1. (2) Given the reactants [C:1]([O:5][C:6]([N:8]1[CH2:12][C@H:11]([OH:13])[C@@H:10]([N:14]=[N+]=[N-])[CH2:9]1)=[O:7])([CH3:4])([CH3:3])[CH3:2], predict the reaction product. The product is: [C:1]([O:5][C:6]([N:8]1[CH2:12][C@H:11]([OH:13])[C@@H:10]([NH2:14])[CH2:9]1)=[O:7])([CH3:4])([CH3:2])[CH3:3]. (3) Given the reactants [CH:1]([NH:4][C:5](=[O:20])[CH2:6][CH:7]1[CH2:12][CH2:11][N:10]([C:13](OC(C)(C)C)=O)[CH2:9][CH2:8]1)([CH3:3])[CH3:2].FC(F)(F)C(O)=O.ClC1[N:34]=[CH:33][N:32]=[C:31]([NH:35][C:36]2[S:37][C:38]([C:41]#[N:42])=[CH:39][N:40]=2)[CH:30]=1.C(N(CC)CC)C, predict the reaction product. The product is: [C:41]([C:38]1[S:37][C:36]([NH:35][C:31]2[N:32]=[CH:33][N:34]=[C:13]([N:10]3[CH2:9][CH2:8][CH:7]([CH2:6][C:5]([NH:4][CH:1]([CH3:2])[CH3:3])=[O:20])[CH2:12][CH2:11]3)[CH:30]=2)=[N:40][CH:39]=1)#[N:42]. (4) Given the reactants [CH3:1][O:2][C:3]([C:5]1[N:6]([CH3:11])[N:7]=[C:8]([CH3:10])[CH:9]=1)=[O:4].BrN1C(=[O:18])CCC1=O.C(OOC(=O)C1C=CC=CC=1)(=O)C1C=CC=CC=1.C([O-])([O-])=O.[K+].[K+].Cl, predict the reaction product. The product is: [CH3:1][O:2][C:3]([C:5]1[N:6]([CH3:11])[N:7]=[C:8]([CH:10]=[O:18])[CH:9]=1)=[O:4]. (5) Given the reactants [F:1][C:2]1[CH:3]=[C:4]([N:8]2[C@@:12]3([CH2:17][CH2:16][N:15](C(OCC4C=CC=CC=4)=O)[C@@H:14]([CH3:28])[CH2:13]3)[C:11]([O:29][CH3:30])=[CH:10][S:9]2(=[O:32])=[O:31])[CH:5]=[CH:6][CH:7]=1.FC1C=C(N2[C@@]3(CCN[C@@H](C)C3)C(O)CS2(=O)=O)C=CC=1, predict the reaction product. The product is: [F:1][C:2]1[CH:3]=[C:4]([N:8]2[C@@:12]3([CH2:17][CH2:16][NH:15][C@@H:14]([CH3:28])[CH2:13]3)[C:11]([O:29][CH3:30])=[CH:10][S:9]2(=[O:32])=[O:31])[CH:5]=[CH:6][CH:7]=1. (6) Given the reactants [CH2:1]([N:8]1[C:16]2[C:11](=[CH:12][C:13]([OH:17])=[CH:14][CH:15]=2)[CH2:10][CH2:9]1)[C:2]1[CH:7]=[CH:6][CH:5]=[CH:4][CH:3]=1.Cl[C:19](Cl)([O:21]C(=O)OC(Cl)(Cl)Cl)Cl.C(N(CC)C(C)C)(C)C.[CH3:39][O:40][C:41]1[CH:48]=[CH:47][C:44]([CH2:45][NH2:46])=[CH:43][CH:42]=1, predict the reaction product. The product is: [CH3:39][O:40][C:41]1[CH:48]=[CH:47][C:44]([CH2:45][NH:46][C:19](=[O:21])[O:17][C:13]2[CH:12]=[C:11]3[C:16](=[CH:15][CH:14]=2)[N:8]([CH2:1][C:2]2[CH:3]=[CH:4][CH:5]=[CH:6][CH:7]=2)[CH2:9][CH2:10]3)=[CH:43][CH:42]=1. (7) Given the reactants [CH3:1][C:2]([CH3:15])([CH3:14])[CH2:3][C:4]([C:6]1[CH:13]=[CH:12][C:9]([CH2:10]Br)=[CH:8][CH:7]=1)=[O:5].[C:16]1(=[O:26])[NH:20][C:19](=[O:21])[C:18]2=[CH:22][CH:23]=[CH:24][CH:25]=[C:17]12.[K], predict the reaction product. The product is: [CH3:1][C:2]([CH3:15])([CH3:14])[CH2:3][C:4]([C:6]1[CH:13]=[CH:12][C:9]([CH2:10][N:20]2[C:16](=[O:26])[C:17]3[C:18](=[CH:22][CH:23]=[CH:24][CH:25]=3)[C:19]2=[O:21])=[CH:8][CH:7]=1)=[O:5]. (8) Given the reactants [CH3:1][O:2][C:3]1[CH:4]=[C:5]([CH:13]=[CH:14][C:15](=O)[CH3:16])[CH:6]=[C:7]([O:11][CH3:12])[C:8]=1[O:9][CH3:10].[C:18]([CH2:20][C:21]([NH2:23])=[S:22])#[N:19].N1CCCCC1.Br[CH2:31][C:32]([C:34]1[CH:39]=[CH:38][C:37]([O:40][CH3:41])=[CH:36][CH:35]=1)=[O:33].O.[OH-].[Na+], predict the reaction product. The product is: [NH2:19][C:18]1[C:20]2[C:21](=[N:23][C:15]([CH3:16])=[CH:14][C:13]=2[C:5]2[CH:4]=[C:3]([O:2][CH3:1])[C:8]([O:9][CH3:10])=[C:7]([O:11][CH3:12])[CH:6]=2)[S:22][C:31]=1[C:32](=[O:33])[C:34]1[CH:39]=[CH:38][C:37]([O:40][CH3:41])=[CH:36][CH:35]=1. (9) The product is: [CH2:30]([N:1]1[CH2:2][CH2:3][CH:4]([CH:7]2[C:20]3[CH:19]=[CH:18][C:17]([C:21]4[CH:22]=[N:23][CH:24]=[CH:25][CH:26]=4)=[CH:16][C:15]=3[O:14][C:13]3[C:8]2=[CH:9][CH:10]=[CH:11][CH:12]=3)[CH2:5][CH2:6]1)[C:32]1[CH:33]=[CH:34][CH:35]=[CH:44][CH:45]=1. Given the reactants [NH:1]1[CH2:6][CH2:5][CH:4]([CH:7]2[C:20]3[CH:19]=[CH:18][C:17]([C:21]4[CH:22]=[N:23][CH:24]=[CH:25][CH:26]=4)=[CH:16][C:15]=3[O:14][C:13]3[C:8]2=[CH:9][CH:10]=[CH:11][CH:12]=3)[CH2:3][CH2:2]1.C(N(CC)[C:30]([C:32]1[CH:33]=[CH:34][C:35]2[CH:30](C3CCNCC3)[C:32]3[C:45](O[C:44]=2[CH:45]=1)=[CH:44][CH:35]=[CH:34][CH:33]=3)=O)C.C(=O)C1C=CC=CC=1.O1C=CC(C=O)=C1, predict the reaction product.